This data is from Full USPTO retrosynthesis dataset with 1.9M reactions from patents (1976-2016). The task is: Predict the reactants needed to synthesize the given product. (1) Given the product [CH3:16][C:17]1[N:18]=[C:19]([C:22]2[N:23]=[C:24]([NH2:39])[C:25]3[CH:30]=[C:29]([C:31]4([C:33]5[CH:34]=[CH:35][CH:36]=[CH:37][CH:38]=5)[CH2:1][CH2:32]4)[S:28][C:26]=3[N:27]=2)[S:20][CH:21]=1, predict the reactants needed to synthesize it. The reactants are: [CH3:1]C([O-])(C)C.[K+].CS(C)=O.C1COCC1.[CH3:16][C:17]1[N:18]=[C:19]([C:22]2[N:23]=[C:24]([NH2:39])[C:25]3[CH:30]=[C:29]([C:31]([C:33]4[CH:38]=[CH:37][CH:36]=[CH:35][CH:34]=4)=[CH2:32])[S:28][C:26]=3[N:27]=2)[S:20][CH:21]=1. (2) The reactants are: [CH3:1][NH:2][C@H:3]1[CH2:8][CH2:7][C@H:6]([CH2:9][CH2:10][CH2:11][CH2:12][CH2:13]OS(C)(=O)=O)[CH2:5][CH2:4]1.FC(F)(F)C(O)=O.Cl[C:27]([O:29][C:30]1[CH:35]=[CH:34][C:33]([Cl:36])=[CH:32][CH:31]=1)=[O:28].[CH3:37][NH:38][CH2:39][CH2:40][CH3:41]. Given the product [Cl:36][C:33]1[CH:34]=[CH:35][C:30]([O:29][C:27](=[O:28])[N:2]([CH3:1])[C@H:3]2[CH2:4][CH2:5][C@H:6]([CH2:9][CH2:10][CH2:11][CH2:12][CH2:13][N:38]([CH3:37])[CH2:39][CH2:40][CH3:41])[CH2:7][CH2:8]2)=[CH:31][CH:32]=1, predict the reactants needed to synthesize it. (3) Given the product [Cl:34][C:35]1[N:40]=[C:39]([CH2:41][C:16]([C:15]2[C:14]([F:23])=[C:13]([NH:12][S:9]([C:3]3[C:2]([F:1])=[CH:7][CH:6]=[CH:5][C:4]=3[F:8])(=[O:10])=[O:11])[CH:22]=[CH:21][CH:20]=2)=[O:17])[CH:38]=[CH:37][N:36]=1, predict the reactants needed to synthesize it. The reactants are: [F:1][C:2]1[CH:7]=[CH:6][CH:5]=[C:4]([F:8])[C:3]=1[S:9]([NH:12][C:13]1[C:14]([F:23])=[C:15]([CH:20]=[CH:21][CH:22]=1)[C:16](OC)=[O:17])(=[O:11])=[O:10].C[Si]([N-][Si](C)(C)C)(C)C.[Li+].[Cl:34][C:35]1[N:40]=[C:39]([CH3:41])[CH:38]=[CH:37][N:36]=1.